This data is from Full USPTO retrosynthesis dataset with 1.9M reactions from patents (1976-2016). The task is: Predict the reactants needed to synthesize the given product. (1) Given the product [Cl:29][C:28]1[C:23]([N:17]2[CH2:18][CH2:19][C:11]3[C:10]([NH:9][C:6]4[CH:5]=[CH:4][C:3]([C:2]([F:1])([F:20])[F:21])=[CH:8][CH:7]=4)=[N:15][CH:14]=[N:13][C:12]=3[CH2:16]2)=[N:24][CH:25]=[CH:26][CH:27]=1, predict the reactants needed to synthesize it. The reactants are: [F:1][C:2]([F:21])([F:20])[C:3]1[CH:8]=[CH:7][C:6]([NH:9][C:10]2[C:11]3[CH2:19][CH2:18][NH:17][CH2:16][C:12]=3[N:13]=[CH:14][N:15]=2)=[CH:5][CH:4]=1.Cl[C:23]1[C:28]([Cl:29])=[CH:27][CH:26]=[CH:25][N:24]=1.C(N(CC)C(C)C)(C)C. (2) Given the product [F:1][C:2]1[CH:3]=[C:4]([CH2:12][C:13]([NH:15][C:16]2[C:25]([O:26][CH3:27])=[CH:24][CH:23]=[C:22]3[C:17]=2[CH2:18][CH2:19][N:20]([C:35]([C:29]2([OH:28])[CH2:34][CH2:33][CH2:32][CH2:31][CH2:30]2)=[O:36])[CH2:21]3)=[O:14])[CH:5]=[CH:6][C:7]=1[C:8]([F:11])([F:9])[F:10], predict the reactants needed to synthesize it. The reactants are: [F:1][C:2]1[CH:3]=[C:4]([CH2:12][C:13]([NH:15][C:16]2[C:25]([O:26][CH3:27])=[CH:24][CH:23]=[C:22]3[C:17]=2[CH2:18][CH2:19][NH:20][CH2:21]3)=[O:14])[CH:5]=[CH:6][C:7]=1[C:8]([F:11])([F:10])[F:9].[OH:28][C:29]1([C:35](O)=[O:36])[CH2:34][CH2:33][CH2:32][CH2:31][CH2:30]1.C(N(CC)C(C)C)(C)C.C(Cl)Cl. (3) Given the product [C:1]1([CH:7]([CH2:14][C:15]2[CH:20]=[CH:19][C:18]([C:21]([NH:23][CH2:24][CH2:25][NH:26][C:27]3[CH:32]=[CH:31][CH:30]=[CH:29][N:28]=3)=[O:22])=[CH:17][CH:16]=2)[CH2:8][C:9]([OH:11])=[O:10])[CH:6]=[CH:5][CH:4]=[CH:3][CH:2]=1, predict the reactants needed to synthesize it. The reactants are: [C:1]1([CH:7]([CH2:14][C:15]2[CH:20]=[CH:19][C:18]([C:21]([NH:23][CH2:24][CH2:25][NH:26][C:27]3[CH:32]=[CH:31][CH:30]=[CH:29][N:28]=3)=[O:22])=[CH:17][CH:16]=2)[CH2:8][C:9]([O:11]CC)=[O:10])[CH:6]=[CH:5][CH:4]=[CH:3][CH:2]=1.[Li+].[OH-]. (4) Given the product [OH:16][CH2:15][C@@H:10]1[CH2:11][CH2:12][CH2:13][CH2:14][C@@H:9]1[NH:5][C:6](=[O:8])[O:7][C:20]([CH3:31])([CH3:21])[CH3:19], predict the reactants needed to synthesize it. The reactants are: CC([N:5]([C@H:9]1[CH2:14][CH2:13][CH2:12][CH2:11][C@H:10]1[CH2:15][OH:16])[C:6](=[O:8])[O-:7])(C)C.Cl.N[C@H:19]1CC[C@H](C2C=CC=CC=2)[CH2:21][C@H:20]1[CH2:31]O.C(OC(OC(C)(C)C)=O)(OC(C)(C)C)=O.C(N(CC)CC)C. (5) Given the product [F:12][C:8]1[CH:7]=[C:6]2[C:11]([C:2]([N:34]3[C:28]4[C:29](=[N:30][CH:31]=[C:26]([N:23]5[CH2:24][CH2:25][O:20][CH2:21][CH2:22]5)[CH:27]=4)[C:32]4([CH2:39][CH2:38][O:37][CH2:36][CH2:35]4)[CH2:33]3)=[C:3]([CH3:19])[C:4]([N:13]3[CH2:17][CH2:16][CH2:15][C:14]3=[O:18])=[N:5]2)=[CH:10][CH:9]=1, predict the reactants needed to synthesize it. The reactants are: Cl[C:2]1[C:11]2[C:6](=[CH:7][C:8]([F:12])=[CH:9][CH:10]=2)[N:5]=[C:4]([N:13]2[CH2:17][CH2:16][CH2:15][C:14]2=[O:18])[C:3]=1[CH3:19].[O:20]1[CH2:25][CH2:24][N:23]([C:26]2[CH:27]=[C:28]3[NH:34][CH2:33][C:32]4([CH2:39][CH2:38][O:37][CH2:36][CH2:35]4)[C:29]3=[N:30][CH:31]=2)[CH2:22][CH2:21]1.CC(C)([O-])C.[Na+]. (6) Given the product [C:39]([O:38][C:37]([NH:36][CH2:35][CH2:34][C@H:33]([C:44]1[CH:49]=[C:48]([CH:47]=[CH:46][CH:45]=1)[O:11][CH2:12][C@@H:13]1[CH2:17][CH2:16][CH2:15][N:14]1[C:18]([O:20][C:21]([CH3:22])([CH3:23])[CH3:24])=[O:19])[OH:32])=[O:43])([CH3:42])([CH3:40])[CH3:41], predict the reactants needed to synthesize it. The reactants are: S([O:11][CH2:12][C@@H:13]1[CH2:17][CH2:16][CH2:15][N:14]1[C:18]([O:20][C:21]([CH3:24])([CH3:23])[CH3:22])=[O:19])(C1C=CC(C)=CC=1)(=O)=O.C1(O)C=CC=CC=1.[OH:32][C@@H:33]([C:44]1[CH:49]=[CH:48][CH:47]=[C:46](O)[CH:45]=1)[CH2:34][CH2:35][NH:36][C:37](=[O:43])[O:38][C:39]([CH3:42])([CH3:41])[CH3:40].C([O-])(C)(C)C.[K+].